From a dataset of Forward reaction prediction with 1.9M reactions from USPTO patents (1976-2016). Predict the product of the given reaction. Given the reactants [CH:1]([C:3]1[NH:4][C:5]([CH3:11])=[CH:6][C:7]=1[C:8]([OH:10])=O)=[O:2].[N:12]1([CH2:17][CH2:18][NH2:19])[CH:16]=[CH:15][N:14]=[N:13]1, predict the reaction product. The product is: [N:12]1([CH2:17][CH2:18][NH:19][C:8]([C:7]2[CH:6]=[C:5]([CH3:11])[NH:4][C:3]=2[CH:1]=[O:2])=[O:10])[CH:16]=[CH:15][N:14]=[N:13]1.